Dataset: Full USPTO retrosynthesis dataset with 1.9M reactions from patents (1976-2016). Task: Predict the reactants needed to synthesize the given product. (1) Given the product [CH3:27][C:24]1[CH:23]=[N:22][C:21]([C:9]2[CH:10]=[C:11]3[C:15](=[CH:16][CH:17]=2)[C:14](=[O:18])[CH2:13][CH2:12]3)=[N:26][CH:25]=1, predict the reactants needed to synthesize it. The reactants are: CC1(C)C(C)(C)OB([C:9]2[CH:10]=[C:11]3[C:15](=[CH:16][CH:17]=2)[C:14](=[O:18])[CH2:13][CH2:12]3)O1.Cl[C:21]1[N:26]=[CH:25][C:24]([CH3:27])=[CH:23][N:22]=1.C(=O)([O-])[O-].[Na+].[Na+].O1CCOCC1. (2) The reactants are: [CH3:1][C:2]([O:5][C:6]([N:8]1[C@@H:15]([C:16]2[CH:21]=[CH:20][C:19]([O:22][CH2:23][C:24]3[CH:29]=[CH:28][CH:27]=[CH:26][CH:25]=3)=[CH:18][CH:17]=2)[CH2:14][CH2:13][C@@:9]1([CH3:30])[C:10](O)=[O:11])=[O:7])([CH3:4])[CH3:3].C([N:34](C(C)C)CC)(C)C.CN(C(ON1N=NC2C=CC=CC1=2)=[N+](C)C)C.[B-](F)(F)(F)F.C[Si](N[Si](C)(C)C)(C)C.C([O-])(O)=O.[Na+]. Given the product [NH2:34][C:10]([C@:9]1([CH3:30])[CH2:13][CH2:14][C@H:15]([C:16]2[CH:21]=[CH:20][C:19]([O:22][CH2:23][C:24]3[CH:29]=[CH:28][CH:27]=[CH:26][CH:25]=3)=[CH:18][CH:17]=2)[N:8]1[C:6]([O:5][C:2]([CH3:4])([CH3:3])[CH3:1])=[O:7])=[O:11], predict the reactants needed to synthesize it. (3) Given the product [CH3:1][C:2]1[C:3]([C:15]2[CH:20]=[CH:19][C:18]([O:21][CH3:22])=[CH:17][CH:16]=2)=[C:4]([O:14][C:26]2[CH:33]=[CH:32][C:29]([CH:30]=[O:31])=[CH:28][CH:27]=2)[C:5]2[C:10]([CH:11]=1)=[CH:9][C:8]([O:12][CH3:13])=[CH:7][CH:6]=2, predict the reactants needed to synthesize it. The reactants are: [CH3:1][C:2]1[C:3]([C:15]2[CH:20]=[CH:19][C:18]([O:21][CH3:22])=[CH:17][CH:16]=2)=[C:4]([OH:14])[C:5]2[C:10]([CH:11]=1)=[CH:9][C:8]([O:12][CH3:13])=[CH:7][CH:6]=2.[H-].[Na+].F[C:26]1[CH:33]=[CH:32][C:29]([CH:30]=[O:31])=[CH:28][CH:27]=1. (4) The reactants are: FC(F)(F)C([O-])=O.[F:8][C:9]1[CH:14]=[CH:13][C:12]([C@@H:15]([N:17]2[CH2:22][CH2:21][CH2:20]/[C:19](=[CH:23]\[C:24]3[CH:29]=[CH:28][C:27]([N:30]4[CH:34]=[C:33]([CH3:35])[N+:32]([CH2:36][O:37][P:38]([OH:41])([OH:40])=[O:39])=[CH:31]4)=[C:26]([O:42][CH3:43])[CH:25]=3)/[C:18]2=[O:44])[CH3:16])=[CH:11][CH:10]=1.O. Given the product [P:38]([O-:40])([O:37][CH2:36][N:32]1[C:33]([CH3:35])=[CH:34][NH+:30]([C:27]2[CH:28]=[CH:29][C:24](/[CH:23]=[C:19]3/[C:18](=[O:44])[N:17]([C@H:15]([C:12]4[CH:11]=[CH:10][C:9]([F:8])=[CH:14][CH:13]=4)[CH3:16])[CH2:22][CH2:21][CH2:20]/3)=[CH:25][C:26]=2[O:42][CH3:43])[CH2:31]1)([OH:41])=[O:39], predict the reactants needed to synthesize it.